Dataset: Catalyst prediction with 721,799 reactions and 888 catalyst types from USPTO. Task: Predict which catalyst facilitates the given reaction. Reactant: [F:1][C:2]([F:13])([F:12])[C:3]1[CH:11]=[CH:10][C:6]([C:7](Cl)=[O:8])=[CH:5][CH:4]=1.[CH3:14][O:15][C:16]1[CH:25]=[C:24]2[C:19]([CH:20]=[C:21]([CH2:31][NH2:32])[C:22]([C:26]3[CH:30]=[CH:29][S:28][CH:27]=3)=[N:23]2)=[CH:18][CH:17]=1. The catalyst class is: 2. Product: [CH3:14][O:15][C:16]1[CH:25]=[C:24]2[C:19]([CH:20]=[C:21]([CH2:31][NH:32][C:7](=[O:8])[C:6]3[CH:10]=[CH:11][C:3]([C:2]([F:13])([F:12])[F:1])=[CH:4][CH:5]=3)[C:22]([C:26]3[CH:30]=[CH:29][S:28][CH:27]=3)=[N:23]2)=[CH:18][CH:17]=1.